This data is from Full USPTO retrosynthesis dataset with 1.9M reactions from patents (1976-2016). The task is: Predict the reactants needed to synthesize the given product. (1) Given the product [F:9][C:8]([F:11])([F:10])[C:5]1[CH:6]=[CH:7][C:2]([CH:18]([C:17]2[CH:16]=[CH:15][C:14]([C:13]([F:12])([F:22])[F:23])=[CH:21][CH:20]=2)[OH:19])=[CH:3][CH:4]=1, predict the reactants needed to synthesize it. The reactants are: Br[C:2]1[CH:7]=[CH:6][C:5]([C:8]([F:11])([F:10])[F:9])=[CH:4][CH:3]=1.[F:12][C:13]([F:23])([F:22])[C:14]1[CH:21]=[CH:20][C:17]([CH:18]=[O:19])=[CH:16][CH:15]=1.[Li]CCCC. (2) Given the product [Br:19][CH:16]([CH3:17])[C:15]([C:5]1[CH:6]=[CH:7][C:8]([C:9]2[CH:14]=[CH:13][CH:12]=[CH:11][N:10]=2)=[C:3]([O:2][CH3:1])[CH:4]=1)=[O:18], predict the reactants needed to synthesize it. The reactants are: [CH3:1][O:2][C:3]1[CH:4]=[C:5]([C:15](=[O:18])[CH2:16][CH3:17])[CH:6]=[CH:7][C:8]=1[C:9]1[CH:14]=[CH:13][CH:12]=[CH:11][N:10]=1.[Br:19]Br.C([O-])(O)=O.[Na+]. (3) Given the product [CH3:1][O:2][C:3]1[N:8]=[C:7]([CH2:9][CH:10]2[CH2:11][NH:12][CH2:13][CH2:14][NH:15]2)[CH:6]=[CH:5][CH:4]=1, predict the reactants needed to synthesize it. The reactants are: [CH3:1][O:2][C:3]1[N:8]=[C:7]([CH2:9][CH:10]2[NH:15][C:14](=O)[CH2:13][NH:12][C:11]2=O)[CH:6]=[CH:5][CH:4]=1.CSC.B.C1COCC1.[OH-].[Na+]. (4) Given the product [F:45][C:44]([F:47])([F:46])[C:42]([OH:48])=[O:43].[F:45][C:44]([F:47])([F:46])[C:42]([OH:48])=[O:43].[F:41][C:5]1[CH:4]=[C:3]([C:1]#[N:2])[CH:8]=[CH:7][C:6]=1[C:9]1[CH:14]=[CH:13][C:12]([O:15][C:16]([F:18])([F:19])[F:17])=[C:11]([CH2:20][NH:21][C@H:22]2[CH2:27][CH2:26][NH:25][CH2:24][C@H:23]2[C:35]2[CH:36]=[CH:37][CH:38]=[CH:39][CH:40]=2)[CH:10]=1, predict the reactants needed to synthesize it. The reactants are: [C:1]([C:3]1[CH:8]=[CH:7][C:6]([C:9]2[CH:14]=[CH:13][C:12]([O:15][C:16]([F:19])([F:18])[F:17])=[C:11]([CH2:20][NH:21][C@H:22]3[CH2:27][CH2:26][N:25](C(OC(C)(C)C)=O)[CH2:24][C@H:23]3[C:35]3[CH:40]=[CH:39][CH:38]=[CH:37][CH:36]=3)[CH:10]=2)=[C:5]([F:41])[CH:4]=1)#[N:2].[C:42]([OH:48])([C:44]([F:47])([F:46])[F:45])=[O:43]. (5) Given the product [CH3:18][O:17][N:19]=[C:9]1[C:10]2[C:5](=[CH:4][C:3]([CH3:15])=[C:2]([Br:1])[CH:11]=2)[C:6]([CH3:14])([CH3:13])[CH2:7][CH2:8]1, predict the reactants needed to synthesize it. The reactants are: [Br:1][C:2]1[CH:11]=[C:10]2[C:5]([C:6]([CH3:14])([CH3:13])[CH2:7][CH2:8][C:9]2=O)=[CH:4][C:3]=1[CH3:15].Cl.[O:17]([NH2:19])[CH3:18].N1C=CC=CC=1. (6) Given the product [C:40]([O:26][CH:7]1[C:6]2[C:11](=[CH:12][C:3]([O:2][CH3:1])=[CH:4][CH:5]=2)[CH:10]([CH2:13][CH2:14][NH:15][C:23](=[O:24])[CH3:22])[CH2:9][CH2:8]1)(=[O:42])[CH3:41], predict the reactants needed to synthesize it. The reactants are: [CH3:1][O:2][C:3]1[CH:12]=[C:11]2[C:6]([C:7](=[O:26])[CH2:8][CH2:9][CH:10]2[CH2:13][CH2:14][N:15]2[C:23](=[O:24])[C:22]3C(=CC=CC=3)C2=O)=[CH:5][CH:4]=1.[BH4-].[Na+].[OH-].[Na+].CN(C1C=CC=CN=1)C.[C:40](OC(=O)C)(=[O:42])[CH3:41].C(=O)([O-])O.[Na+]. (7) Given the product [C:24]([O:28][C:29]([N:14]1[CH2:13][CH:12]([C:15]2[CH:16]=[C:17]([F:22])[CH:18]=[C:19]([F:21])[CH:20]=2)[NH:11][C:10](=[O:23])[C@H:9]1[CH2:8][CH:1]1[CH2:2][CH2:3][CH2:4][CH2:5][CH2:6][CH2:7]1)=[O:30])([CH3:27])([CH3:26])[CH3:25], predict the reactants needed to synthesize it. The reactants are: [CH:1]1([CH2:8][C@H:9]2[NH:14][CH2:13][CH:12]([C:15]3[CH:20]=[C:19]([F:21])[CH:18]=[C:17]([F:22])[CH:16]=3)[NH:11][C:10]2=[O:23])[CH2:7][CH2:6][CH2:5][CH2:4][CH2:3][CH2:2]1.[C:24]([O:28][C:29](O[C:29]([O:28][C:24]([CH3:27])([CH3:26])[CH3:25])=[O:30])=[O:30])([CH3:27])([CH3:26])[CH3:25].CCN(C(C)C)C(C)C. (8) Given the product [CH3:31][S:28]([C:24]1[CH:23]=[C:22]([NH:20][C:18]2[N:19]=[C:15]3[CH:14]=[CH:13][CH:12]=[C:11]([C:8]4[CH:9]=[CH:10][C:5]([S:2]([CH3:1])(=[O:3])=[O:4])=[CH:6][CH:7]=4)[N:16]3[N:17]=2)[CH:27]=[CH:26][CH:25]=1)(=[O:30])=[O:29], predict the reactants needed to synthesize it. The reactants are: [CH3:1][S:2]([C:5]1[CH:10]=[CH:9][C:8]([C:11]2[N:16]3[N:17]=[C:18]([NH2:20])[N:19]=[C:15]3[CH:14]=[CH:13][CH:12]=2)=[CH:7][CH:6]=1)(=[O:4])=[O:3].Br[C:22]1[CH:27]=[CH:26][CH:25]=[C:24]([S:28]([CH3:31])(=[O:30])=[O:29])[CH:23]=1. (9) Given the product [CH3:17][N:16]([CH2:15][C:10]1[N:9]=[C:8]([C:4]2[CH:3]=[C:2]([N:26]3[CH2:30][CH2:29][CH2:28][CH2:27]3)[CH:7]=[CH:6][N:5]=2)[CH:13]=[C:12]([OH:14])[CH:11]=1)[CH2:18][C:19]1[CH:24]=[C:23]([N:26]2[CH2:30][CH2:29][CH2:28][CH2:27]2)[CH:22]=[CH:21][N:20]=1, predict the reactants needed to synthesize it. The reactants are: Cl[C:2]1[CH:7]=[CH:6][N:5]=[C:4]([C:8]2[CH:13]=[C:12]([OH:14])[CH:11]=[C:10]([CH2:15][N:16]([CH2:18][C:19]3[CH:24]=[C:23](Cl)[CH:22]=[CH:21][N:20]=3)[CH3:17])[N:9]=2)[CH:3]=1.[NH:26]1[CH2:30][CH2:29][CH2:28][CH2:27]1. (10) Given the product [Cl:16][C:13]1[CH:12]=[CH:11][C:10]([CH2:9][N:6]2[C:7](=[O:8])[C:2]([C:33]3[CH:38]=[CH:37][CH:36]=[CH:35][CH:34]=3)=[CH:3][N:4]=[C:5]2[NH:17][C:18]2[CH:19]=[CH:20][C:21]([O:24][C:25]3[CH:30]=[CH:29][CH:28]=[C:27]([C:31]#[N:32])[N:26]=3)=[CH:22][CH:23]=2)=[CH:15][CH:14]=1, predict the reactants needed to synthesize it. The reactants are: Br[C:2]1[C:7](=[O:8])[N:6]([CH2:9][C:10]2[CH:15]=[CH:14][C:13]([Cl:16])=[CH:12][CH:11]=2)[C:5]([NH:17][C:18]2[CH:23]=[CH:22][C:21]([O:24][C:25]3[CH:30]=[CH:29][CH:28]=[C:27]([C:31]#[N:32])[N:26]=3)=[CH:20][CH:19]=2)=[N:4][CH:3]=1.[C:33]1(B(O)O)[CH:38]=[CH:37][CH:36]=[CH:35][CH:34]=1.C(=O)([O-])[O-].[Na+].[Na+].[NH4+].[Cl-].